Dataset: Catalyst prediction with 721,799 reactions and 888 catalyst types from USPTO. Task: Predict which catalyst facilitates the given reaction. (1) Reactant: [Br:1][C:2]1[CH:3]=[CH:4][C:5]2[S:9](=[O:11])(=[O:10])[NH:8][C:7](=O)[C:6]=2[CH:13]=1.[CH3:14][Mg]Br.Cl. Product: [Br:1][C:2]1[CH:3]=[CH:4][C:5]2[S:9](=[O:11])(=[O:10])[N:8]=[C:7]([CH3:14])[C:6]=2[CH:13]=1. The catalyst class is: 1. (2) Reactant: [Si]([O:8][CH2:9][CH2:10][N:11]([CH:46]([CH3:48])[CH3:47])[C:12]([C:14]1[C:19]([O:20][CH2:21][C:22]2[CH:27]=[CH:26][CH:25]=[CH:24][CH:23]=2)=[C:18]([OH:28])[N:17]=[C:16]([CH2:29][C:30]2([C:40]3[CH:45]=[CH:44][CH:43]=[CH:42][CH:41]=3)[CH2:39][CH2:38][C:33]3(OCC[O:34]3)[CH2:32][CH2:31]2)[N:15]=1)=[O:13])(C(C)(C)C)(C)C.Cl.C(OCC)(=O)C. Product: [OH:8][CH2:9][CH2:10][N:11]([CH:46]([CH3:48])[CH3:47])[C:12]([C:14]1[C:19]([O:20][CH2:21][C:22]2[CH:27]=[CH:26][CH:25]=[CH:24][CH:23]=2)=[C:18]([OH:28])[N:17]=[C:16]([CH2:29][C:30]2([C:40]3[CH:41]=[CH:42][CH:43]=[CH:44][CH:45]=3)[CH2:31][CH2:32][C:33](=[O:34])[CH2:38][CH2:39]2)[N:15]=1)=[O:13]. The catalyst class is: 7.